This data is from Forward reaction prediction with 1.9M reactions from USPTO patents (1976-2016). The task is: Predict the product of the given reaction. (1) The product is: [NH:3]1[C:26]2[C:27](=[CH:15][CH:9]=[CH:10][CH:11]=2)[CH:5]=[C:4]1[C:2]1[N:7]=[C:6]([S:8][C:9]2[CH:15]=[CH:14][C:12]([NH2:13])=[CH:11][CH:10]=2)[CH:5]=[CH:4][N:3]=1. Given the reactants Cl[C:2]1[N:7]=[C:6]([S:8][C:9]2[CH:15]=[CH:14][C:12]([NH2:13])=[CH:11][CH:10]=2)[CH:5]=[CH:4][N:3]=1.C(=O)([O-])[O-].[Na+].[Na+].O1[CH2:27][CH2:26]OCC1, predict the reaction product. (2) Given the reactants BrC1C=CC=C2C=1C(=O)C(=O)N2CCCCC.[CH2:18]([O:20][C:21](=[O:35])[CH2:22][N:23]1[C:31]2[C:26](=[CH:27][C:28]([Cl:32])=[CH:29][CH:30]=2)[C:25](=[O:33])[C:24]1=[O:34])[CH3:19].O1C2C=CC(O)=CC=2OC1.[O:46]1[C:50]2[CH:51]=[C:52]([OH:55])[CH:53]=[CH:54][C:49]=2[CH2:48][CH2:47]1, predict the reaction product. The product is: [CH2:18]([O:20][C:21](=[O:35])[CH2:22][N:23]1[C:31]2[C:26](=[CH:27][C:28]([Cl:32])=[CH:29][CH:30]=2)[C:25]([OH:33])([C:53]2[C:52]([OH:55])=[CH:51][C:50]3[O:46][CH2:47][CH2:48][C:49]=3[CH:54]=2)[C:24]1=[O:34])[CH3:19]. (3) Given the reactants Cl.[O:2]1[C:6]2([CH2:11][CH2:10][CH:9]([CH:12]([NH2:15])[CH2:13][CH3:14])[CH2:8][CH2:7]2)[O:5][CH2:4][CH2:3]1.[CH3:16][N:17]([CH3:21])[C:18](Cl)=[O:19], predict the reaction product. The product is: [O:2]1[C:6]2([CH2:11][CH2:10][CH:9]([CH:12]([NH:15][C:18]([N:17]([CH3:21])[CH3:16])=[O:19])[CH2:13][CH3:14])[CH2:8][CH2:7]2)[O:5][CH2:4][CH2:3]1. (4) Given the reactants [CH3:1][O:2][C:3]1[CH:12]=[C:11]2[C:6]([CH:7]([C:14]#[N:15])[CH2:8][C:9](=[O:13])[NH:10]2)=[CH:5][CH:4]=1, predict the reaction product. The product is: [NH2:15][CH2:14][CH:7]1[C:6]2[C:11](=[CH:12][C:3]([O:2][CH3:1])=[CH:4][CH:5]=2)[NH:10][C:9](=[O:13])[CH2:8]1.